Dataset: Reaction yield outcomes from USPTO patents with 853,638 reactions. Task: Predict the reaction yield, written as a fraction of the theoretical maximum amount of product (1.0 means a 100% yield; for example, 0.34 means a 34% yield). (1) The reactants are [NH2:1][C:2]1[C:17]([Br:18])=[CH:16][C:5]2[C:6]([C:12](=[O:15])[NH:13][CH3:14])=[C:7](B(O)O)[O:8][C:4]=2[CH:3]=1.Br[C:20]1[CH:27]=[CH:26][C:23]([C:24]#[N:25])=[CH:22][CH:21]=1. The catalyst is O1CCOCC1.O.C1C=CC(P(C2C=CC=CC=2)[C-]2C=CC=C2)=CC=1.C1C=CC(P(C2C=CC=CC=2)[C-]2C=CC=C2)=CC=1.Cl[Pd]Cl.[Fe+2]. The product is [NH2:1][C:2]1[C:17]([Br:18])=[CH:16][C:5]2[C:6]([C:12]([NH:13][CH3:14])=[O:15])=[C:7]([C:20]3[CH:27]=[CH:26][C:23]([C:24]#[N:25])=[CH:22][CH:21]=3)[O:8][C:4]=2[CH:3]=1. The yield is 0.260. (2) The reactants are [CH3:1][O:2][C:3](=[O:11])[C:4]1[CH:9]=[CH:8][CH:7]=[N:6][C:5]=1[OH:10].[I:12]N1C(=O)CCC1=O. The catalyst is C(Cl)Cl. The product is [CH3:1][O:2][C:3](=[O:11])[C:4]1[CH:9]=[C:8]([I:12])[CH:7]=[N:6][C:5]=1[OH:10]. The yield is 0.810.